Task: Regression/Classification. Given a drug SMILES string, predict its absorption, distribution, metabolism, or excretion properties. Task type varies by dataset: regression for continuous measurements (e.g., permeability, clearance, half-life) or binary classification for categorical outcomes (e.g., BBB penetration, CYP inhibition). Dataset: cyp1a2_veith.. Dataset: CYP1A2 inhibition data for predicting drug metabolism from PubChem BioAssay The compound is COc1ccccc1CNc1cc(-c2ccccc2OC)ncn1. The result is 1 (inhibitor).